Predict the reactants needed to synthesize the given product. From a dataset of Full USPTO retrosynthesis dataset with 1.9M reactions from patents (1976-2016). Given the product [C:1]([O:5][C:6]([NH:8][C@H:9]1[CH2:13][CH2:12][N:11]([S:14]([C:17]2[C:18]3[C:19]([NH:75][C:74]([O:76][C:77]([CH3:80])([CH3:79])[CH3:78])=[O:81])=[CH:20][N:21]=[CH:22][C:23]=3[CH:24]=[CH:25][CH:26]=2)(=[O:16])=[O:15])[CH2:10]1)=[O:7])([CH3:4])([CH3:3])[CH3:2], predict the reactants needed to synthesize it. The reactants are: [C:1]([O:5][C:6]([NH:8][C@H:9]1[CH2:13][CH2:12][N:11]([S:14]([C:17]2[C:18]3[C:19](Br)=[CH:20][N:21]=[CH:22][C:23]=3[CH:24]=[CH:25][CH:26]=2)(=[O:16])=[O:15])[CH2:10]1)=[O:7])([CH3:4])([CH3:3])[CH3:2].C1(P(C2C=CC=CC=2)C2C=CC3C(=CC=CC=3)C=2C2C3C(=CC=CC=3)C=CC=2P(C2C=CC=CC=2)C2C=CC=CC=2)C=CC=CC=1.[C:74](=[O:81])([O:76][C:77]([CH3:80])([CH3:79])[CH3:78])[NH2:75].C(=O)([O-])[O-].[Cs+].[Cs+].